This data is from Experimentally validated miRNA-target interactions with 360,000+ pairs, plus equal number of negative samples. The task is: Binary Classification. Given a miRNA mature sequence and a target amino acid sequence, predict their likelihood of interaction. (1) The miRNA is hsa-miR-489-5p with sequence GGUCGUAUGUGUGACGCCAUUU. The protein sequence of the target gene is MEAGSGPPGGPGSESPNRAVEYLLELNNIIESQQQLLETQRRRIEELEGQLDQLTQENRDLREESQLHRGELHRDPLGARDSPGRESQYQNLRETQFHHRELRESQFHQASRDVGYPNRDGAYQNREAIYRDKEREASYQLQDTTGYTARERDVAQCHLHHENPALGRERGGREAGPAHPGREKEAGYSAAVGVGQRPPRERGQLSRGASRSSSPGAGGGHSTSTSTSPATTLQRNVEGDAPGSDLSTAVDSPGSQPPYRLSQLPPTSSHMGGPPAGVGLPWAQRARLQPASVALRKQEE.... Result: 0 (no interaction). (2) The miRNA is hsa-miR-511-3p with sequence AAUGUGUAGCAAAAGACAGA. The protein sequence of the target gene is MRQPNRKRKLSLESTERMNQDRCTGQTEEEKKPGEVTTPSKRESSVTTAETWSWEQYLREGNAVAAPVELFSKDQSFPEHENGFQVGMRLEGIDARRPSVFCVLSVAEVCGYRLRLHFDGYLSCYDFWTNAGSPDIHPVGWCQKTKHELHIPRDYRKDKFVWMDYLKACRLQNAPKKLFRNRSSNGPVPREFQVGMKLEAVDRRNPCLMCVATIADIVEDRVRVHFDSLDDSFDYWCDVNSPYIQPVGWCQENGRTLVAPQGYPHPDKFSWTDYLRASQSKAVPAKAFGMRTPHGFLPNM.... Result: 0 (no interaction). (3) The miRNA is hsa-miR-125a-5p with sequence UCCCUGAGACCCUUUAACCUGUGA. The protein sequence of the target gene is MSRSRHLGKIRKRLEDVKSQWVRPARADFSDNESARLATDALLDGGSEAYWRVLSQEGEVDFLSSVEAQYIQAQAREPPCPPDTLGGAEAGPKGLDSSSLQSGTYFPVASEGSEPALLHSWASAEKPYLKEKSSATVYFQTVKHNNIRDLVRRCITRTSQVLVILMDVFTDVEIFCDILEAANKRGVFVCVLLDQGGVKLFQEMCDKVQISDSHLKNISIRSVEGEIYCAKSGRKFAGQIREKFIISDWRFVLSGSYSFTWLCGHVHRNILSKFTGQAVELFDEEFRHLYASSKPVMGLK.... Result: 0 (no interaction).